This data is from CYP1A2 inhibition data for predicting drug metabolism from PubChem BioAssay. The task is: Regression/Classification. Given a drug SMILES string, predict its absorption, distribution, metabolism, or excretion properties. Task type varies by dataset: regression for continuous measurements (e.g., permeability, clearance, half-life) or binary classification for categorical outcomes (e.g., BBB penetration, CYP inhibition). Dataset: cyp1a2_veith. The compound is CC(C)(C)NC(=O)CN(Cc1cccs1)C(=O)CCC(=O)Nc1nccs1. The result is 0 (non-inhibitor).